Task: Regression. Given two drug SMILES strings and cell line genomic features, predict the synergy score measuring deviation from expected non-interaction effect.. Dataset: NCI-60 drug combinations with 297,098 pairs across 59 cell lines (1) Drug 1: CC12CCC3C(C1CCC2=O)CC(=C)C4=CC(=O)C=CC34C. Drug 2: CCC1(CC2CC(C3=C(CCN(C2)C1)C4=CC=CC=C4N3)(C5=C(C=C6C(=C5)C78CCN9C7C(C=CC9)(C(C(C8N6C=O)(C(=O)OC)O)OC(=O)C)CC)OC)C(=O)OC)O.OS(=O)(=O)O. Cell line: UACC62. Synergy scores: CSS=40.5, Synergy_ZIP=1.03, Synergy_Bliss=3.18, Synergy_Loewe=1.05, Synergy_HSA=3.22. (2) Drug 1: COC1=C2C(=CC3=C1OC=C3)C=CC(=O)O2. Drug 2: CCC1(C2=C(COC1=O)C(=O)N3CC4=CC5=C(C=CC(=C5CN(C)C)O)N=C4C3=C2)O.Cl. Cell line: RXF 393. Synergy scores: CSS=-0.367, Synergy_ZIP=-2.02, Synergy_Bliss=-3.17, Synergy_Loewe=-6.42, Synergy_HSA=-5.13. (3) Drug 1: CC1CCC2CC(C(=CC=CC=CC(CC(C(=O)C(C(C(=CC(C(=O)CC(OC(=O)C3CCCCN3C(=O)C(=O)C1(O2)O)C(C)CC4CCC(C(C4)OC)OCCO)C)C)O)OC)C)C)C)OC. Drug 2: CC1=C(C(=O)C2=C(C1=O)N3CC4C(C3(C2COC(=O)N)OC)N4)N. Cell line: NCI-H322M. Synergy scores: CSS=-0.375, Synergy_ZIP=1.15, Synergy_Bliss=1.37, Synergy_Loewe=-7.78, Synergy_HSA=-4.69. (4) Drug 1: C1=CC=C(C=C1)NC(=O)CCCCCCC(=O)NO. Drug 2: CC1=C(C(=CC=C1)Cl)NC(=O)C2=CN=C(S2)NC3=CC(=NC(=N3)C)N4CCN(CC4)CCO. Cell line: SK-OV-3. Synergy scores: CSS=59.4, Synergy_ZIP=-4.16, Synergy_Bliss=-4.31, Synergy_Loewe=-2.24, Synergy_HSA=0.825. (5) Drug 1: CC1=CC=C(C=C1)C2=CC(=NN2C3=CC=C(C=C3)S(=O)(=O)N)C(F)(F)F. Drug 2: C1CCC(C(C1)N)N.C(=O)(C(=O)[O-])[O-].[Pt+4]. Cell line: HS 578T. Synergy scores: CSS=5.26, Synergy_ZIP=-3.48, Synergy_Bliss=-5.98, Synergy_Loewe=-5.91, Synergy_HSA=-5.23. (6) Drug 1: CC1=C(C=C(C=C1)NC2=NC=CC(=N2)N(C)C3=CC4=NN(C(=C4C=C3)C)C)S(=O)(=O)N.Cl. Drug 2: CC1C(C(CC(O1)OC2CC(CC3=C2C(=C4C(=C3O)C(=O)C5=C(C4=O)C(=CC=C5)OC)O)(C(=O)C)O)N)O.Cl. Cell line: SW-620. Synergy scores: CSS=32.7, Synergy_ZIP=6.83, Synergy_Bliss=3.52, Synergy_Loewe=-48.2, Synergy_HSA=-4.70. (7) Drug 1: CC12CCC3C(C1CCC2O)C(CC4=C3C=CC(=C4)O)CCCCCCCCCS(=O)CCCC(C(F)(F)F)(F)F. Drug 2: C1C(C(OC1N2C=NC3=C2NC=NCC3O)CO)O. Cell line: M14. Synergy scores: CSS=3.72, Synergy_ZIP=-2.30, Synergy_Bliss=-1.45, Synergy_Loewe=0.244, Synergy_HSA=0.278. (8) Drug 1: COCCOC1=C(C=C2C(=C1)C(=NC=N2)NC3=CC=CC(=C3)C#C)OCCOC.Cl. Drug 2: B(C(CC(C)C)NC(=O)C(CC1=CC=CC=C1)NC(=O)C2=NC=CN=C2)(O)O. Cell line: SF-295. Synergy scores: CSS=62.0, Synergy_ZIP=12.2, Synergy_Bliss=13.5, Synergy_Loewe=-22.5, Synergy_HSA=12.5.